Predict the reaction yield, written as a fraction of the theoretical maximum amount of product (1.0 means a 100% yield; for example, 0.34 means a 34% yield). From a dataset of Reaction yield outcomes from USPTO patents with 853,638 reactions. (1) The reactants are Cl.[CH3:2][C:3]1[N:4]=[N:5][N:6]([CH2:8][C:9]([OH:11])=O)[CH:7]=1.[NH2:12][C@@H:13]([CH2:31][O:32][CH2:33][C:34]1[CH:39]=[CH:38][CH:37]=[CH:36][CH:35]=1)[C:14]([NH:16][C:17]1[CH:22]=[CH:21][C:20]([O:23][C:24]2[CH:29]=[CH:28][C:27]([F:30])=[CH:26][CH:25]=2)=[CH:19][CH:18]=1)=[O:15]. No catalyst specified. The product is [CH2:33]([O:32][CH2:31][C@H:13]([NH:12][C:9](=[O:11])[CH2:8][N:6]1[CH:7]=[C:3]([CH3:2])[N:4]=[N:5]1)[C:14]([NH:16][C:17]1[CH:22]=[CH:21][C:20]([O:23][C:24]2[CH:29]=[CH:28][C:27]([F:30])=[CH:26][CH:25]=2)=[CH:19][CH:18]=1)=[O:15])[C:34]1[CH:39]=[CH:38][CH:37]=[CH:36][CH:35]=1. The yield is 0.180. (2) The reactants are C(P(CCCC)CCCC)CCC.[CH2:14]([O:16][C@@H:17]([CH2:23][C:24]1[CH:29]=[CH:28][C:27]([OH:30])=[CH:26][CH:25]=1)[C:18]([O:20][CH2:21][CH3:22])=[O:19])[CH3:15].[CH2:31]([O:33][C:34](=[O:68])[C@@H:35]([O:65][CH2:66][CH3:67])[CH2:36][C:37]1[CH:42]=[CH:41][C:40]([O:43][CH2:44]/[CH:45]=[C:46](/[C:48]2[CH:53]=[CH:52][C:51]([C:54]3[CH:59]=[CH:58][C:57](/[C:60](/[CH3:64])=[CH:61]/[CH2:62]O)=[CH:56][CH:55]=3)=[CH:50][CH:49]=2)\[CH3:47])=[CH:39][CH:38]=1)[CH3:32]. The catalyst is C1COCC1.O.C(OCC)(=O)C. The product is [CH2:21]([O:20][C:18](=[O:19])[C@@H:17]([O:16][CH2:14][CH3:15])[CH2:23][C:24]1[CH:25]=[CH:26][C:27]([O:30][CH2:62]/[CH:61]=[C:60](/[C:57]2[CH:56]=[CH:55][C:54]([C:51]3[CH:52]=[CH:53][C:48](/[C:46](/[CH3:47])=[CH:45]/[CH2:44][O:43][C:40]4[CH:39]=[CH:38][C:37]([CH2:36][C@H:35]([O:65][CH2:66][CH3:67])[C:34]([O:33][CH2:31][CH3:32])=[O:68])=[CH:42][CH:41]=4)=[CH:49][CH:50]=3)=[CH:59][CH:58]=2)\[CH3:64])=[CH:28][CH:29]=1)[CH3:22]. The yield is 0.630. (3) The catalyst is CS(C)=O. The reactants are Cl[C:2]1[N:7]=[CH:6][C:5]([C:8]2[CH:20]=[CH:19][C:11]([C:12]([NH:14][S:15]([CH3:18])(=[O:17])=[O:16])=[O:13])=[CH:10][C:9]=2[O:21][CH3:22])=[CH:4][C:3]=1[C:23]([F:26])([F:25])[F:24].[Cl:27][C:28]1[CH:29]=[C:30]([OH:35])[CH:31]=[C:32]([Cl:34])[CH:33]=1.C([O-])([O-])=O.[Cs+].[Cs+]. The product is [Cl:27][C:28]1[CH:29]=[C:30]([CH:31]=[C:32]([Cl:34])[CH:33]=1)[O:35][C:2]1[N:7]=[CH:6][C:5]([C:8]2[CH:20]=[CH:19][C:11]([C:12]([NH:14][S:15]([CH3:18])(=[O:16])=[O:17])=[O:13])=[CH:10][C:9]=2[O:21][CH3:22])=[CH:4][C:3]=1[C:23]([F:26])([F:25])[F:24]. The yield is 0.201. (4) The reactants are [N:1]1[C:10]2[C:5](=[CH:6][CH:7]=[CH:8][CH:9]=2)[CH:4]=[CH:3][C:2]=1[NH:11][CH2:12][CH2:13][NH2:14].[CH:15]([C:17]12[CH2:31][CH:24]([C:25]3[CH:26]=[CH:27][CH:28]=[CH:29][C:30]=31)[C:23]1[C:18]2=[CH:19][CH:20]=[CH:21][CH:22]=1)=O. The catalyst is C(Cl)Cl.CO.C(Cl)Cl. The product is [CH:19]1[C:18]2[C:17]3([CH2:15][NH:14][CH2:13][CH2:12][NH:11][C:2]4[CH:3]=[CH:4][C:5]5[C:10](=[CH:9][CH:8]=[CH:7][CH:6]=5)[N:1]=4)[CH2:31][CH:24]([C:25]4[C:30]3=[CH:29][CH:28]=[CH:27][CH:26]=4)[C:23]=2[CH:22]=[CH:21][CH:20]=1. The yield is 0.880. (5) The reactants are [NH2:1][C:2]1[CH:7]=[C:6]([Cl:8])[CH:5]=[CH:4][C:3]=1[SH:9].Br[CH2:11][C:12]1[CH:17]=[CH:16][CH:15]=[CH:14][C:13]=1[N+:18]([O-:20])=[O:19].C([O-])([O-])=O.[K+].[K+]. The catalyst is CN(C=O)C. The product is [Cl:8][C:6]1[CH:5]=[CH:4][C:3]([S:9][CH2:11][C:12]2[CH:17]=[CH:16][CH:15]=[CH:14][C:13]=2[N+:18]([O-:20])=[O:19])=[C:2]([CH:7]=1)[NH2:1]. The yield is 0.950. (6) The reactants are [Cl-].O[NH3+:3].[C:4](=[O:7])([O-])[OH:5].[Na+].CS(C)=O.[CH2:13]([C:15]1[N:16]=[C:17]([CH3:47])[N:18]([C:37]2[CH:38]=[CH:39][C:40]3[O:44][CH:43]([CH3:45])[CH2:42][C:41]=3[CH:46]=2)[C:19](=[O:36])[C:20]=1[CH2:21][C:22]1[CH:27]=[CH:26][C:25]([C:28]2[C:29]([C:34]#[N:35])=[CH:30][CH:31]=[CH:32][CH:33]=2)=[CH:24][CH:23]=1)[CH3:14]. The catalyst is C(OCC)(=O)C. The product is [CH2:13]([C:15]1[N:16]=[C:17]([CH3:47])[N:18]([C:37]2[CH:38]=[CH:39][C:40]3[O:44][CH:43]([CH3:45])[CH2:42][C:41]=3[CH:46]=2)[C:19](=[O:36])[C:20]=1[CH2:21][C:22]1[CH:23]=[CH:24][C:25]([C:28]2[CH:33]=[CH:32][CH:31]=[CH:30][C:29]=2[C:34]2[NH:3][C:4](=[O:7])[O:5][N:35]=2)=[CH:26][CH:27]=1)[CH3:14]. The yield is 0.670. (7) The catalyst is CCOCC. The product is [Cl:32][C:6]1[N:5]=[C:4]([Cl:15])[C:3]([C:2]([F:12])([F:11])[F:1])=[CH:8][N:7]=1. The reactants are [F:1][C:2]([F:12])([F:11])[C:3]1[C:4](=O)[NH:5][C:6](=O)[NH:7][CH:8]=1.P(Cl)(Cl)([Cl:15])=O.P(=O)(O)(O)O.C(N(C(C)C)CC)(C)C.[ClH:32]. The yield is 0.950. (8) The reactants are [OH:1][C@H:2]1[CH2:7][CH2:6][C@H:5]([NH:8][S:9]([C:12]2[CH:17]=[CH:16][C:15]([C:18]([F:21])([F:20])[F:19])=[CH:14][CH:13]=2)(=[O:11])=[O:10])[CH2:4][CH2:3]1.C([O-])([O-])=O.[K+].[K+].[CH2:28](Br)[CH3:29]. The catalyst is CN(C=O)C. The product is [CH2:28]([N:8]([C@H:5]1[CH2:6][CH2:7][C@H:2]([OH:1])[CH2:3][CH2:4]1)[S:9]([C:12]1[CH:17]=[CH:16][C:15]([C:18]([F:21])([F:19])[F:20])=[CH:14][CH:13]=1)(=[O:11])=[O:10])[CH3:29]. The yield is 0.380. (9) The reactants are C[O:2][C:3]([C:5]1[N:6]=[C:7]2[CH:23]=[CH:22][C:21]([CH2:24][N:25]3[CH2:30][CH2:29][O:28][CH2:27][CH2:26]3)=[CH:20][N:8]2[C:9](=[O:19])[C:10]=1[O:11][CH2:12][C:13]1[CH:18]=[CH:17][CH:16]=[CH:15][CH:14]=1)=O.O.[NH2:32][NH2:33]. The catalyst is CO. The product is [CH2:12]([O:11][C:10]1[C:9](=[O:19])[N:8]2[CH:20]=[C:21]([CH2:24][N:25]3[CH2:26][CH2:27][O:28][CH2:29][CH2:30]3)[CH:22]=[CH:23][C:7]2=[N:6][C:5]=1[C:3]([NH:32][NH2:33])=[O:2])[C:13]1[CH:18]=[CH:17][CH:16]=[CH:15][CH:14]=1. The yield is 0.807. (10) The reactants are [Cl:1][C:2]1[N:3]=[C:4]([C:9]([OH:11])=O)[NH:5][C:6]=1[CH2:7][CH3:8].S(Cl)(Cl)=O.[NH2:16][C:17]1[CH:37]=[CH:36][C:20]2[N:21]([CH2:25][C:26]3[CH:35]=[CH:34][C:29]([C:30]([O:32][CH3:33])=[O:31])=[CH:28][CH:27]=3)[CH2:22][CH2:23][O:24][C:19]=2[CH:18]=1. The catalyst is N1C=CC=CC=1. The product is [Cl:1][C:2]1[N:3]=[C:4]([C:9]([NH:16][C:17]2[CH:37]=[CH:36][C:20]3[N:21]([CH2:25][C:26]4[CH:35]=[CH:34][C:29]([C:30]([O:32][CH3:33])=[O:31])=[CH:28][CH:27]=4)[CH2:22][CH2:23][O:24][C:19]=3[CH:18]=2)=[O:11])[NH:5][C:6]=1[CH2:7][CH3:8]. The yield is 0.700.